From a dataset of NCI-60 drug combinations with 297,098 pairs across 59 cell lines. Regression. Given two drug SMILES strings and cell line genomic features, predict the synergy score measuring deviation from expected non-interaction effect. (1) Drug 1: CCN(CC)CCNC(=O)C1=C(NC(=C1C)C=C2C3=C(C=CC(=C3)F)NC2=O)C. Drug 2: CC1C(C(CC(O1)OC2CC(CC3=C2C(=C4C(=C3O)C(=O)C5=CC=CC=C5C4=O)O)(C(=O)C)O)N)O. Cell line: HCT116. Synergy scores: CSS=38.2, Synergy_ZIP=-0.117, Synergy_Bliss=-0.694, Synergy_Loewe=-16.0, Synergy_HSA=0.534. (2) Drug 1: CN(C)C1=NC(=NC(=N1)N(C)C)N(C)C. Drug 2: CC1=C(C(CCC1)(C)C)C=CC(=CC=CC(=CC(=O)O)C)C. Cell line: NCI/ADR-RES. Synergy scores: CSS=-4.31, Synergy_ZIP=0.677, Synergy_Bliss=-2.73, Synergy_Loewe=-5.12, Synergy_HSA=-4.68. (3) Drug 1: C1=NC2=C(N1)C(=S)N=C(N2)N. Drug 2: CC1=C(C=C(C=C1)NC(=O)C2=CC=C(C=C2)CN3CCN(CC3)C)NC4=NC=CC(=N4)C5=CN=CC=C5. Synergy scores: CSS=22.2, Synergy_ZIP=0.577, Synergy_Bliss=1.16, Synergy_Loewe=-23.4, Synergy_HSA=-0.926. Cell line: A549. (4) Drug 1: CS(=O)(=O)C1=CC(=C(C=C1)C(=O)NC2=CC(=C(C=C2)Cl)C3=CC=CC=N3)Cl. Drug 2: C1CN(CCN1C(=O)CCBr)C(=O)CCBr. Cell line: MOLT-4. Synergy scores: CSS=60.7, Synergy_ZIP=-4.35, Synergy_Bliss=-5.34, Synergy_Loewe=-25.3, Synergy_HSA=-4.83. (5) Drug 1: CC12CCC3C(C1CCC2=O)CC(=C)C4=CC(=O)C=CC34C. Drug 2: COC1=C2C(=CC3=C1OC=C3)C=CC(=O)O2. Cell line: NCI-H522. Synergy scores: CSS=44.0, Synergy_ZIP=-0.00884, Synergy_Bliss=0.275, Synergy_Loewe=0.0287, Synergy_HSA=1.09. (6) Drug 1: C1=CC(=CC=C1CCC2=CNC3=C2C(=O)NC(=N3)N)C(=O)NC(CCC(=O)O)C(=O)O. Drug 2: C1=NC2=C(N=C(N=C2N1C3C(C(C(O3)CO)O)F)Cl)N. Cell line: NCI-H226. Synergy scores: CSS=15.5, Synergy_ZIP=-5.53, Synergy_Bliss=0.945, Synergy_Loewe=2.01, Synergy_HSA=2.19. (7) Drug 1: C1=CN(C=N1)CC(O)(P(=O)(O)O)P(=O)(O)O. Drug 2: C1=NNC2=C1C(=O)NC=N2. Cell line: RXF 393. Synergy scores: CSS=2.82, Synergy_ZIP=-0.510, Synergy_Bliss=0.237, Synergy_Loewe=-2.18, Synergy_HSA=-1.93.